Dataset: CYP2D6 inhibition data for predicting drug metabolism from PubChem BioAssay. Task: Regression/Classification. Given a drug SMILES string, predict its absorption, distribution, metabolism, or excretion properties. Task type varies by dataset: regression for continuous measurements (e.g., permeability, clearance, half-life) or binary classification for categorical outcomes (e.g., BBB penetration, CYP inhibition). Dataset: cyp2d6_veith. (1) The result is 0 (non-inhibitor). The compound is Cc1noc(C)c1C(=O)N1CCC2(CCN(C(=O)NC(C)C)CC2)CC1. (2) The molecule is CCCCSc1nnc(-c2cc3c(C(F)(F)F)nn(C)c3s2)n1C. The result is 0 (non-inhibitor). (3) The drug is CCOC(=O)C1CCN(C(=O)c2ccccc2NC(C)=O)CC1. The result is 0 (non-inhibitor). (4) The molecule is CCCCCNCc1cccc(Br)c1.Cl. The result is 1 (inhibitor). (5) The drug is CCN(CC)S(=O)(=O)c1ccc(OC)c(NC(=O)c2cc([N+](=O)[O-])ccc2Cl)c1. The result is 0 (non-inhibitor). (6) The molecule is CCn1c(CC(=O)Nc2ccc(C)cc2)nnc1SCC(=O)Nc1nc(C)cs1. The result is 0 (non-inhibitor). (7) The compound is O=C(CSc1nc2ccccc2o1)Nc1nc2ccccc2s1. The result is 0 (non-inhibitor). (8) The compound is CC(C)C12CCC(C(=O)O)C(C1)C(=O)O2. The result is 0 (non-inhibitor). (9) The compound is C[C@@H]1O[C@H](C[N+](C)(C)C)CS1. The result is 0 (non-inhibitor). (10) The drug is O=C(c1cccc(F)c1)N1CCC2(CCCN(Cc3ccncc3)C2)CC1. The result is 1 (inhibitor).